From a dataset of Forward reaction prediction with 1.9M reactions from USPTO patents (1976-2016). Predict the product of the given reaction. (1) Given the reactants C1C2C(COC(=O)[NH:17][C@H:18]([C:29](=[O:69])[NH:30][C@H:31]([C:58](=[O:68])[NH:59][C:60]3[CH:65]=[CH:64][C:63]([CH2:66][OH:67])=[CH:62][CH:61]=3)[CH2:32][CH2:33][CH2:34][CH2:35][NH:36][C:37]([C:50]3[CH:55]=[CH:54][C:53]([O:56][CH3:57])=[CH:52][CH:51]=3)([C:44]3[CH:49]=[CH:48][CH:47]=[CH:46][CH:45]=3)[C:38]3[CH:43]=[CH:42][CH:41]=[CH:40][CH:39]=3)[CH2:19][C:20]3[CH:25]=[CH:24][C:23]([N+:26]([O-:28])=[O:27])=[CH:22][CH:21]=3)C3C(=CC=CC=3)C=2C=CC=1.C(NCC)C, predict the reaction product. The product is: [OH:67][CH2:66][C:63]1[CH:62]=[CH:61][C:60]([NH:59][C:58](=[O:68])[C@@H:31]([NH:30][C:29](=[O:69])[C@@H:18]([NH2:17])[CH2:19][C:20]2[CH:25]=[CH:24][C:23]([N+:26]([O-:28])=[O:27])=[CH:22][CH:21]=2)[CH2:32][CH2:33][CH2:34][CH2:35][NH:36][C:37]([C:50]2[CH:55]=[CH:54][C:53]([O:56][CH3:57])=[CH:52][CH:51]=2)([C:38]2[CH:43]=[CH:42][CH:41]=[CH:40][CH:39]=2)[C:44]2[CH:49]=[CH:48][CH:47]=[CH:46][CH:45]=2)=[CH:65][CH:64]=1. (2) Given the reactants [CH2:1]([N:3]([CH2:40][CH3:41])[CH2:4][CH2:5][N:6]([CH2:24][CH2:25][NH:26][CH2:27][CH2:28][C:29]1[C:37]2[S:36][C:35](=[O:38])[NH:34][C:33]=2[C:32]([OH:39])=[CH:31][CH:30]=1)[C:7](=[O:23])[CH2:8][CH2:9][O:10][CH2:11][CH2:12][C:13]1[C:22]2[C:17](=[CH:18][CH:19]=[CH:20][CH:21]=2)[CH:16]=[CH:15][CH:14]=1)[CH3:2].[BrH:42], predict the reaction product. The product is: [BrH:42].[BrH:42].[CH2:40]([N:3]([CH2:1][CH3:2])[CH2:4][CH2:5][N:6]([CH2:24][CH2:25][NH:26][CH2:27][CH2:28][C:29]1[C:37]2[S:36][C:35](=[O:38])[NH:34][C:33]=2[C:32]([OH:39])=[CH:31][CH:30]=1)[C:7](=[O:23])[CH2:8][CH2:9][O:10][CH2:11][CH2:12][C:13]1[C:22]2[C:17](=[CH:18][CH:19]=[CH:20][CH:21]=2)[CH:16]=[CH:15][CH:14]=1)[CH3:41]. (3) Given the reactants C[O:2][C:3](=[O:26])[CH2:4][CH2:5][C:6]1[C:14]2[C:9](=[CH:10][CH:11]=[C:12]([Cl:15])[CH:13]=2)[N:8]([S:16]([C:19]2[CH:20]=[N:21][CH:22]=[C:23](Br)[CH:24]=2)(=[O:18])=[O:17])[CH:7]=1.[F:27][C:28]([F:39])([F:38])[C:29]1[CH:34]=[CH:33][C:32](B(O)O)=[CH:31][CH:30]=1, predict the reaction product. The product is: [Cl:15][C:12]1[CH:13]=[C:14]2[C:9](=[CH:10][CH:11]=1)[N:8]([S:16]([C:19]1[CH:20]=[N:21][CH:22]=[C:23]([C:32]3[CH:33]=[CH:34][C:29]([C:28]([F:39])([F:38])[F:27])=[CH:30][CH:31]=3)[CH:24]=1)(=[O:17])=[O:18])[CH:7]=[C:6]2[CH2:5][CH2:4][C:3]([OH:2])=[O:26]. (4) The product is: [CH2:1]([O:3][C:4]([C:6]1([NH:15][C:16](=[O:25])[C:17]2[CH:22]=[CH:21][CH:20]=[C:19]([CH3:23])[C:18]=2[CH:30]=[CH:29][CH2:28][O:27][CH3:26])[CH2:14][C:13]2[C:8](=[CH:9][CH:10]=[CH:11][CH:12]=2)[CH2:7]1)=[O:5])[CH3:2]. Given the reactants [CH2:1]([O:3][C:4]([C:6]1([NH:15][C:16](=[O:25])[C:17]2[CH:22]=[CH:21][CH:20]=[C:19]([CH3:23])[C:18]=2I)[CH2:14][C:13]2[C:8](=[CH:9][CH:10]=[CH:11][CH:12]=2)[CH2:7]1)=[O:5])[CH3:2].[CH3:26][O:27][CH2:28][CH:29]=[CH:30]B(O)O.C([O-])([O-])=O.[K+].[K+], predict the reaction product. (5) Given the reactants [Br:1][C:2]1[CH:3]=[C:4]([CH2:8][C:9]([OH:11])=[O:10])[CH:5]=[CH:6][CH:7]=1.S(=O)(=O)(O)O.[CH3:17]O, predict the reaction product. The product is: [Br:1][C:2]1[CH:3]=[C:4]([CH2:8][C:9]([O:11][CH3:17])=[O:10])[CH:5]=[CH:6][CH:7]=1. (6) Given the reactants [CH3:1][O:2][C:3]1[CH:8]=[CH:7][C:6]([C:9](=O)[CH2:10][CH2:11][C:12]([OH:14])=O)=[CH:5][CH:4]=1.[CH3:16][NH:17][NH2:18], predict the reaction product. The product is: [CH3:1][O:2][C:3]1[CH:8]=[CH:7][C:6]([C:9]2[CH2:10][CH2:11][C:12](=[O:14])[N:17]([CH3:16])[N:18]=2)=[CH:5][CH:4]=1. (7) The product is: [C:18]1([CH3:24])[CH:23]=[CH:22][CH:21]=[CH:20][CH:19]=1.[CH2:6]1[CH2:9][O:4][CH2:3][CH2:2]1. Given the reactants [Na][CH:2]([C:6]([O-])=O)[C:3]([O-])=[O:4].[C:9]([O-])(=O)CC([O-])=O.[H-].[Na+].[C:18]1([CH3:24])[CH:23]=[CH:22][CH:21]=[CH:20][CH:19]=1, predict the reaction product.